The task is: Predict the reaction yield, written as a fraction of the theoretical maximum amount of product (1.0 means a 100% yield; for example, 0.34 means a 34% yield).. This data is from Reaction yield outcomes from USPTO patents with 853,638 reactions. (1) The reactants are Cl[C:2]1[N:7]=[C:6]([NH:8][CH2:9][C:10]2[CH:14]=[C:13]([CH3:15])[O:12][C:11]=2[CH3:16])[C:5]([F:17])=[CH:4][N:3]=1.[NH2:18][C:19]1[CH:20]=[C:21]([OH:25])[CH:22]=[CH:23][CH:24]=1. No catalyst specified. The product is [CH3:16][C:11]1[O:12][C:13]([CH3:15])=[CH:14][C:10]=1[CH2:9][NH:8][C:6]1[C:5]([F:17])=[CH:4][N:3]=[C:2]([NH:18][C:19]2[CH:24]=[CH:23][CH:22]=[C:21]([OH:25])[CH:20]=2)[N:7]=1. The yield is 0.510. (2) The reactants are [N:1]1[N:5]2[C:6]3[CH2:13][CH2:12][N:11](C(OC(C)(C)C)=O)[CH2:10][C:7]=3[CH:8]=[N:9][C:4]2=[CH:3][CH:2]=1.Cl.[OH-].[Na+]. The catalyst is CO. The product is [N:1]1[N:5]2[C:6]3[CH2:13][CH2:12][NH:11][CH2:10][C:7]=3[CH:8]=[N:9][C:4]2=[CH:3][CH:2]=1. The yield is 0.980. (3) The reactants are [CH3:1][N:2]1[C:6]([C:7]2[CH:8]=[N:9][NH:10][C:11]=2[NH2:12])=[C:5]([CH3:13])[CH:4]=[N:3]1.[CH2:14]([N:16]1[C:24]2[C:19](=[CH:20][C:21]([C:25](=O)[CH2:26][C:27](OCC)=[O:28])=[CH:22][CH:23]=2)[CH:18]=[N:17]1)[CH3:15]. The product is [CH3:1][N:2]1[C:6]([C:7]2[CH:8]=[N:9][N:10]3[C:27](=[O:28])[CH:26]=[C:25]([C:21]4[CH:20]=[C:19]5[C:24](=[CH:23][CH:22]=4)[N:16]([CH2:14][CH3:15])[N:17]=[CH:18]5)[NH:12][C:11]=23)=[C:5]([CH3:13])[CH:4]=[N:3]1. The yield is 0.910. The catalyst is CCCCO.CC1C=CC(S(O)(=O)=O)=CC=1.